Dataset: Full USPTO retrosynthesis dataset with 1.9M reactions from patents (1976-2016). Task: Predict the reactants needed to synthesize the given product. (1) The reactants are: COC[O:4][C:5]1[C:18]2[S:17][C:16]3[C:11](=[CH:12][CH:13]=[CH:14][CH:15]=3)[S:10][C:9]=2[C:8]([C:19]2[O:20][C:21]([N:26]3[CH2:31][CH2:30][O:29][CH2:28][CH2:27]3)=[CH:22][C:23](=[O:25])[CH:24]=2)=[CH:7][CH:6]=1.[I-].[Na+].Cl.[OH-].[Na+]. Given the product [OH:4][C:5]1[C:18]2[S:17][C:16]3[C:11](=[CH:12][CH:13]=[CH:14][CH:15]=3)[S:10][C:9]=2[C:8]([C:19]2[O:20][C:21]([N:26]3[CH2:31][CH2:30][O:29][CH2:28][CH2:27]3)=[CH:22][C:23](=[O:25])[CH:24]=2)=[CH:7][CH:6]=1, predict the reactants needed to synthesize it. (2) Given the product [NH2:3][C:38]([C@H:33]1[CH2:32][N:31]([C:29]([O:28][C:24]([CH3:27])([CH3:26])[CH3:25])=[O:30])[C@@H:36]([CH3:37])[CH2:35][CH2:34]1)=[O:40], predict the reactants needed to synthesize it. The reactants are: CC[N:3](C(C)C)C(C)C.C1C=CC2N(O)N=NC=2C=1.C(Cl)CCl.[C:24]([O:28][C:29]([N:31]1[C@H:36]([CH3:37])[CH2:35][CH2:34][C@H:33]([C:38]([OH:40])=O)[CH2:32]1)=[O:30])([CH3:27])([CH3:26])[CH3:25].[Cl-].[NH4+]. (3) The reactants are: [CH:1]([CH:3]1[CH2:8][N:7]([C:9]([O:11][C:12]([CH3:15])([CH3:14])[CH3:13])=[O:10])[CH2:6][CH2:5][N:4]1[C:16]([O:18][CH2:19][C:20]1[CH:25]=[CH:24][CH:23]=[CH:22][CH:21]=1)=[O:17])=O.[Cl:26][C:27]1[CH:28]=[C:29]([NH:34][C:35]([N:37]2[CH2:42][CH2:41][NH:40][CH2:39][CH2:38]2)=[O:36])[CH:30]=[CH:31][C:32]=1[Cl:33].CCN(C(C)C)C(C)C.[O-]S([O-])(=O)=O.[Mg+2].C(O[BH-](OC(=O)C)OC(=O)C)(=O)C.[Na+].C(=O)(O)[O-].[Na+]. Given the product [Cl:26][C:27]1[CH:28]=[C:29]([NH:34][C:35]([N:37]2[CH2:42][CH2:41][N:40]([CH2:1][CH:3]3[CH2:8][N:7]([C:9]([O:11][C:12]([CH3:13])([CH3:14])[CH3:15])=[O:10])[CH2:6][CH2:5][N:4]3[C:16]([O:18][CH2:19][C:20]3[CH:25]=[CH:24][CH:23]=[CH:22][CH:21]=3)=[O:17])[CH2:39][CH2:38]2)=[O:36])[CH:30]=[CH:31][C:32]=1[Cl:33], predict the reactants needed to synthesize it. (4) Given the product [OH:2][C:3]1[C:8]2[NH:9][C:10]([C:12]3[CH:17]=[CH:16][CH:15]=[CH:14][CH:13]=3)=[N:11][C:7]=2[C:6]([C:18]([OH:20])=[O:19])=[CH:5][CH:4]=1, predict the reactants needed to synthesize it. The reactants are: C[O:2][C:3]1[C:8]2[NH:9][C:10]([C:12]3[CH:17]=[CH:16][CH:15]=[CH:14][CH:13]=3)=[N:11][C:7]=2[C:6]([C:18]([O:20]C)=[O:19])=[CH:5][CH:4]=1.B(Br)(Br)Br. (5) Given the product [CH:16]1([C:14]2[N:13]([CH3:19])[C:12]3[CH:20]=[C:8]([N:5]4[CH:6]=[CH:7][C:2]([O:30][CH2:29][C:26]5[CH:25]=[C:24]([C:23]([F:32])([F:22])[F:31])[S:28][CH:27]=5)=[CH:3][C:4]4=[O:21])[CH:9]=[CH:10][C:11]=3[N:15]=2)[CH2:18][CH2:17]1, predict the reactants needed to synthesize it. The reactants are: Cl[C:2]1[CH:7]=[CH:6][N:5]([C:8]2[CH:9]=[CH:10][C:11]3[N:15]=[C:14]([CH:16]4[CH2:18][CH2:17]4)[N:13]([CH3:19])[C:12]=3[CH:20]=2)[C:4](=[O:21])[CH:3]=1.[F:22][C:23]([F:32])([F:31])[C:24]1[S:28][CH:27]=[C:26]([CH2:29][OH:30])[CH:25]=1.C(=O)([O-])[O-].[Cs+].[Cs+].CN(C=O)C. (6) The reactants are: [CH3:1][N:2]1[CH2:7][CH2:6][NH:5][CH2:4][CH2:3]1.C1C=CC2N(O)N=NC=2C=1.CCN=C=NCCCN(C)C.Cl.[I:30][C:31]1[CH:32]=[C:33]([CH:37]=[CH:38][CH:39]=1)[C:34]([OH:36])=O. Given the product [I:30][C:31]1[CH:32]=[C:33]([C:34]([N:5]2[CH2:6][CH2:7][N:2]([CH3:1])[CH2:3][CH2:4]2)=[O:36])[CH:37]=[CH:38][CH:39]=1, predict the reactants needed to synthesize it. (7) Given the product [CH3:1][N:2]1[CH2:3][CH2:4][N:5]([C:8]2[CH:9]=[C:10]([CH:14]=[CH:15][CH:16]=2)[C:11]([NH:30][CH2:31][C:36]([O:38][C:39]([CH3:40])([CH3:43])[CH3:17])=[O:37])=[O:13])[CH2:6][CH2:7]1, predict the reactants needed to synthesize it. The reactants are: [CH3:1][N:2]1[CH2:7][CH2:6][N:5]([C:8]2[CH:9]=[C:10]([CH:14]=[CH:15][CH:16]=2)[C:11]([OH:13])=O)[CH2:4][CH2:3]1.[C:17](Cl)(=O)C(Cl)=O.C(N(CC)CC)C.[NH2:30][C@H:31]([C:36]([O-:38])=[O:37])C(C)(C)C.[CH2:39]1[CH2:43]OC[CH2:40]1. (8) Given the product [CH2:1]([O:8][C:9]1[N:14]=[N:13][C:12]([NH:15][C:16]([N:43]2[CH2:42][CH2:41][N:40]([C:38](=[O:39])[C:37]3[CH:46]=[CH:47][CH:48]=[C:35]([O:34][CH2:33][CH2:32][CH:26]4[CH2:31][CH2:30][CH2:29][CH2:28][CH2:27]4)[CH:36]=3)[CH2:45][CH2:44]2)=[O:24])=[CH:11][CH:10]=1)[C:2]1[CH:3]=[CH:4][CH:5]=[CH:6][CH:7]=1, predict the reactants needed to synthesize it. The reactants are: [CH2:1]([O:8][C:9]1[N:14]=[N:13][C:12]([NH:15][C:16](=[O:24])OC2C=CC=CC=2)=[CH:11][CH:10]=1)[C:2]1[CH:7]=[CH:6][CH:5]=[CH:4][CH:3]=1.Cl.[CH:26]1([CH2:32][CH2:33][O:34][C:35]2[CH:36]=[C:37]([CH:46]=[CH:47][CH:48]=2)[C:38]([N:40]2[CH2:45][CH2:44][NH:43][CH2:42][CH2:41]2)=[O:39])[CH2:31][CH2:30][CH2:29][CH2:28][CH2:27]1.CCOC(C)=O. (9) Given the product [C:12]1([C:20]2[CH:21]=[CH:22][CH:23]=[CH:24][CH:25]=2)[CH:13]=[CH:14][C:15]([C:18]2[N:19]=[C:18]([C:15]3[CH:16]=[CH:17][C:12]([C:20]4[CH:21]=[CH:22][CH:23]=[CH:24][CH:25]=4)=[CH:13][CH:14]=3)[O+:6]=[C:5]([C:4]3[CH:3]=[C:2]([Br:1])[CH:10]=[C:9]([Br:11])[CH:8]=3)[N:19]=2)=[CH:16][CH:17]=1.[Cl:27][Sb-:26]([Cl:7])([Cl:31])([Cl:30])([Cl:29])[Cl:28], predict the reactants needed to synthesize it. The reactants are: [Br:1][C:2]1[CH:3]=[C:4]([CH:8]=[C:9]([Br:11])[CH:10]=1)[C:5]([Cl:7])=[O:6].[C:12]1([C:20]2[CH:25]=[CH:24][CH:23]=[CH:22][CH:21]=2)[CH:17]=[CH:16][C:15]([C:18]#[N:19])=[CH:14][CH:13]=1.[Sb:26]([Cl:31])([Cl:30])([Cl:29])([Cl:28])[Cl:27].